The task is: Predict the product of the given reaction.. This data is from Forward reaction prediction with 1.9M reactions from USPTO patents (1976-2016). Given the reactants [Cl:1][C:2]1[CH:7]=[CH:6][C:5]([S:8]([N:11]([CH2:19][C:20]2[CH:29]=[CH:28][C:23]([C:24]([O:26]C)=[O:25])=[CH:22][CH:21]=2)[CH:12]2[CH2:17][CH2:16][CH2:15][CH2:14][CH:13]2[OH:18])(=[O:10])=[O:9])=[CH:4][CH:3]=1.O.[OH-].[Li+].Cl, predict the reaction product. The product is: [Cl:1][C:2]1[CH:7]=[CH:6][C:5]([S:8]([N:11]([CH2:19][C:20]2[CH:21]=[CH:22][C:23]([C:24]([OH:26])=[O:25])=[CH:28][CH:29]=2)[CH:12]2[CH2:17][CH2:16][CH2:15][CH2:14][CH:13]2[OH:18])(=[O:10])=[O:9])=[CH:4][CH:3]=1.